The task is: Regression/Classification. Given a drug SMILES string, predict its toxicity properties. Task type varies by dataset: regression for continuous values (e.g., LD50, hERG inhibition percentage) or binary classification for toxic/non-toxic outcomes (e.g., AMES mutagenicity, cardiotoxicity, hepatotoxicity). Dataset: herg_karim.. This data is from hERG potassium channel inhibition data for cardiac toxicity prediction from Karim et al.. (1) The drug is O=C1NCCN1CCN1CCC(c2cn(-c3ccc(COO)cc3)c3ccc(Cl)cc23)CC1. The result is 0 (non-blocker). (2) The drug is COc1ccc(-c2cc(NC(=O)CCCCN3CCCN(C(C)=O)CC3)[nH]n2)cc1. The result is 0 (non-blocker). (3) The drug is CCN1CCCC1CNC(=O)c1cc(S(=O)(=O)CC)c(N)cc1OC. The result is 0 (non-blocker). (4) The molecule is CC(=O)c1cccc(NC(=O)N[C@H]2CCCC[C@@H]2CN2CCC[C@@H](Cc3ccc(F)cc3)C2)c1. The result is 1 (blocker). (5) The compound is COCC1CCCN1S(=O)(=O)c1ccc(-c2ccc(CCN3CCC[C@H]3C)cc2)cc1. The result is 1 (blocker). (6) The drug is O=C(NCc1ccc(OC(F)(F)F)cc1)C1c2ccccc2C(=O)N1CCOc1ccccn1. The result is 1 (blocker). (7) The molecule is O=C(c1ccccc1)N1CCC2(CC1)CCN(C(=O)N1CCN(C3CCC3)CC1)C2. The result is 0 (non-blocker). (8) The drug is NC(=O)c1cccc(O[C@H]2C[C@@H]3CC[C@H](C2)N3CC2CC2)c1. The result is 1 (blocker). (9) The drug is CCOc1ccc(-c2cc3c(N[C@@H]4CC[C@](C)(N)C4(C)C)c(C(N)=O)cnn3c2)cn1. The result is 0 (non-blocker).